The task is: Predict the reaction yield, written as a fraction of the theoretical maximum amount of product (1.0 means a 100% yield; for example, 0.34 means a 34% yield).. This data is from Reaction yield outcomes from USPTO patents with 853,638 reactions. (1) The catalyst is C1COCC1. The product is [C:1]([C:3]1[C:11]2[C:6](=[CH:7][C:8]([C:12]([OH:14])=[O:13])=[CH:9][CH:10]=2)[N:5]([CH2:16][CH3:17])[CH:4]=1)#[N:2]. The yield is 0.950. The reactants are [C:1]([C:3]1[C:11]2[C:6](=[CH:7][C:8]([C:12]([O:14]C)=[O:13])=[CH:9][CH:10]=2)[N:5]([CH2:16][CH3:17])[CH:4]=1)#[N:2].N1C2C(=CC=C(C(OC)=O)C=2)C=C1.[OH-].[Na+]. (2) The reactants are [H-].[Na+].[Br:3][C:4]1[CH:9]=[CH:8][C:7]([CH2:10][C:11]([O:13][CH3:14])=[O:12])=[CH:6][CH:5]=1.Br[CH2:16][CH2:17]Br.[Cl-].[NH4+]. The catalyst is CN(C)C=O. The product is [Br:3][C:4]1[CH:5]=[CH:6][C:7]([C:10]2([C:11]([O:13][CH3:14])=[O:12])[CH2:17][CH2:16]2)=[CH:8][CH:9]=1. The yield is 0.470. (3) The reactants are [Cl:1][C:2]1[CH:7]=[CH:6][C:5]([C:8]2[N:12]([C:13]3[CH:18]=[CH:17][C:16]([Cl:19])=[CH:15][C:14]=3[Cl:20])[N:11]=[C:10]([C:21]([N:23]3[CH2:28][CH2:27][C:26]([C:30]4[CH:35]=[CH:34][CH:33]=[CH:32][CH:31]=4)([NH2:29])[CH2:25][CH2:24]3)=[O:22])[C:9]=2[CH3:36])=[CH:4][CH:3]=1.[C:37]([N:41]=[C:42]=[O:43])([CH3:40])([CH3:39])[CH3:38].C(N(CC)CC)C.O1CCCC1. The catalyst is ClCCl. The product is [C:37]([NH:41][C:42](=[O:43])[NH:29][C:26]1([C:30]2[CH:31]=[CH:32][CH:33]=[CH:34][CH:35]=2)[CH2:25][CH2:24][N:23]([C:21]([C:10]2[C:9]([CH3:36])=[C:8]([C:5]3[CH:6]=[CH:7][C:2]([Cl:1])=[CH:3][CH:4]=3)[N:12]([C:13]3[CH:18]=[CH:17][C:16]([Cl:19])=[CH:15][C:14]=3[Cl:20])[N:11]=2)=[O:22])[CH2:28][CH2:27]1)([CH3:40])([CH3:39])[CH3:38]. The yield is 0.450. (4) The reactants are [Cl:1][C:2]1[N:3]=[CH:4][C:5]2[S:10][CH:9]=[C:8]([C:11]([OH:13])=O)[C:6]=2[N:7]=1.[CH3:14][N:15]1[CH:19]=[C:18]([NH2:20])[CH:17]=[N:16]1.CCN(C(C)C)C(C)C.ON1C2N=CC=CC=2N=N1.CN(C(ON1N=NC2C=CC=NC1=2)=[N+](C)C)C.F[P-](F)(F)(F)(F)F. The catalyst is CN(C=O)C.ClCCl.O. The product is [CH3:14][N:15]1[CH:19]=[C:18]([NH:20][C:11]([C:8]2[C:6]3[N:7]=[C:2]([Cl:1])[N:3]=[CH:4][C:5]=3[S:10][CH:9]=2)=[O:13])[CH:17]=[N:16]1. The yield is 1.15. (5) The reactants are Cl[C:2](Cl)([O:7][CH3:8])[C:3]([O:5][CH3:6])=[O:4].[CH3:10][OH:11].N1C=CC=CC=1.N1CCCC1.[CH2:23]([O:25]CC)C. No catalyst specified. The product is [CH3:10][O:11][C:2]([O:25][CH3:23])([O:7][CH3:8])[C:3]([O:5][CH3:6])=[O:4]. The yield is 0.800. (6) The reactants are [Br:1][C:2]1[CH:7]=[C:6]([N+:8]([O-:10])=[O:9])[CH:5]=[CH:4][C:3]=1F.[F:12][C:13]1[CH:14]=[C:15]([CH2:19][OH:20])[CH:16]=[CH:17][CH:18]=1.C([O-])([O-])=O.[K+].[K+]. The catalyst is CC(C)=O. The product is [Br:1][C:2]1[CH:7]=[C:6]([N+:8]([O-:10])=[O:9])[CH:5]=[CH:4][C:3]=1[O:20][CH2:19][C:15]1[CH:16]=[CH:17][CH:18]=[C:13]([F:12])[CH:14]=1. The yield is 0.920. (7) The reactants are [Br:1]Br.[CH3:3][O:4][C:5]1[CH:6]=[C:7]([CH2:13][CH2:14][NH2:15])[CH:8]=[CH:9][C:10]=1[O:11][CH3:12]. The catalyst is C(O)(=O)C. The product is [Br:1][C:8]1[CH:9]=[C:10]([O:11][CH3:12])[C:5]([O:4][CH3:3])=[CH:6][C:7]=1[CH2:13][CH2:14][NH2:15]. The yield is 0.780.